The task is: Predict the reaction yield, written as a fraction of the theoretical maximum amount of product (1.0 means a 100% yield; for example, 0.34 means a 34% yield).. This data is from Reaction yield outcomes from USPTO patents with 853,638 reactions. (1) The reactants are [I-].[CH3:2][P+](C1C=CC=CC=1)(C1C=CC=CC=1)C1C=CC=CC=1.[Li]CCCC.[CH2:27]([N:34]1[CH2:38][CH:37]([C:39]2[CH:44]=[CH:43][C:42]([Cl:45])=[C:41]([Cl:46])[CH:40]=2)[CH:36]([CH:47]=O)[CH2:35]1)[C:28]1[CH:33]=[CH:32][CH:31]=[CH:30][CH:29]=1. The catalyst is C1COCC1. The product is [CH2:27]([N:34]1[CH2:35][CH:36]([CH:47]=[CH2:2])[CH:37]([C:39]2[CH:44]=[CH:43][C:42]([Cl:45])=[C:41]([Cl:46])[CH:40]=2)[CH2:38]1)[C:28]1[CH:33]=[CH:32][CH:31]=[CH:30][CH:29]=1. The yield is 0.800. (2) The reactants are Br[C:2]1[CH:7]=[CH:6][C:5]([I:8])=[CH:4][N:3]=1.[CH3:9][N:10]1[CH2:16][CH2:15][CH2:14][NH:13][CH2:12][CH2:11]1.C(=O)([O-])[O-].[K+].[K+].C(OCC)(=O)C. The catalyst is CN1C(=O)CCC1.O. The product is [I:8][C:5]1[CH:6]=[CH:7][C:2]([N:13]2[CH2:14][CH2:15][CH2:16][N:10]([CH3:9])[CH2:11][CH2:12]2)=[N:3][CH:4]=1. The yield is 0.830. (3) The reactants are [Br:1][C:2]1[CH:7]=[CH:6][C:5]([C:8](=O)[CH2:9][C:10](=[O:22])[CH2:11][C:12]2[CH:17]=[CH:16][C:15]([O:18][CH3:19])=[C:14]([O:20][CH3:21])[CH:13]=2)=[CH:4][CH:3]=1.O. The catalyst is P(=O)(O)(O)O. The product is [Br:1][C:2]1[CH:7]=[CH:6][C:5]([C:8]2[C:17]3[C:12](=[CH:13][C:14]([O:20][CH3:21])=[C:15]([O:18][CH3:19])[CH:16]=3)[CH:11]=[C:10]([OH:22])[CH:9]=2)=[CH:4][CH:3]=1. The yield is 0.900. (4) The reactants are [Cl:1][C:2]1[CH:3]=[C:4]([CH:6]=[CH:7][C:8]=1[Cl:9])[NH2:5].N1C=CC=CC=1.Cl[C:17]1[C:22]2[CH:23]=[C:24]([S:26](Cl)(=[O:28])=[O:27])[S:25][C:21]=2[CH:20]=[CH:19][N:18]=1.[NH:30]1[CH2:35][CH2:34][NH:33][CH2:32][CH2:31]1.C([O-])([O-])=O.[K+].[K+]. The catalyst is C(#N)C. The product is [ClH:1].[Cl:1][C:2]1[CH:3]=[C:4]([NH:5][S:26]([C:24]2[S:25][C:21]3[CH:20]=[CH:19][N:18]=[C:17]([N:30]4[CH2:35][CH2:34][NH:33][CH2:32][CH2:31]4)[C:22]=3[CH:23]=2)(=[O:28])=[O:27])[CH:6]=[CH:7][C:8]=1[Cl:9]. The yield is 0.0260. (5) The reactants are [CH:1]1[CH:6]=[CH:5][C:4]([CH:7]=O)=[CH:3][CH:2]=1.[CH2:9]([O:16][C:17](=[O:33])[NH:18][CH2:19][CH2:20][CH2:21][CH2:22][C:23]1[CH:28]=[CH:27][C:26]([O:29][CH2:30][CH2:31][NH2:32])=[CH:25][CH:24]=1)[C:10]1[CH:15]=[CH:14][CH:13]=[CH:12][CH:11]=1.C(O[BH-](OC(=O)C)OC(=O)C)(=O)C.[Na+]. The catalyst is ClC(Cl)C. The product is [CH2:9]([O:16][C:17](=[O:33])[NH:18][CH2:19][CH2:20][CH2:21][CH2:22][C:23]1[CH:28]=[CH:27][C:26]([O:29][CH2:30][CH2:31][NH:32][CH2:7][C:4]2[CH:5]=[CH:6][CH:1]=[CH:2][CH:3]=2)=[CH:25][CH:24]=1)[C:10]1[CH:15]=[CH:14][CH:13]=[CH:12][CH:11]=1. The yield is 0.430.